This data is from Full USPTO retrosynthesis dataset with 1.9M reactions from patents (1976-2016). The task is: Predict the reactants needed to synthesize the given product. (1) Given the product [NH2:20][C:18]1[N:19]=[C:15]2[N:16]([C:7]([CH2:6][C:5]3[CH:4]=[C:3]([OH:2])[CH:23]=[C:22]([OH:24])[CH:21]=3)=[N:8][C:9]3[CH:10]=[CH:11][CH:12]=[CH:13][C:14]=32)[N:17]=1, predict the reactants needed to synthesize it. The reactants are: C[O:2][C:3]1[CH:4]=[C:5]([CH:21]=[C:22]([O:24]C)[CH:23]=1)[CH2:6][C:7]1[N:16]2[N:17]=[C:18]([NH2:20])[N:19]=[C:15]2[C:14]2[CH:13]=[CH:12][CH:11]=[CH:10][C:9]=2[N:8]=1.B(Br)(Br)Br. (2) Given the product [O:28]1[C:13]2[CH2:18][CH2:17][NH:16][CH2:15][C:14]=2[C:26]([C:29]([O:31][CH2:32][CH3:33])=[O:30])=[N:27]1, predict the reactants needed to synthesize it. The reactants are: FC(F)(F)C(O)=O.N1([C:13]23[O:28][N:27]=[C:26]([C:29]([O:31][CH2:32][CH3:33])=[O:30])[CH:14]2[CH2:15][N:16](C(OC(C)(C)C)=O)[CH2:17][CH2:18]3)CCCC1.C([O-])(O)=O.[Na+].